Predict the reaction yield, written as a fraction of the theoretical maximum amount of product (1.0 means a 100% yield; for example, 0.34 means a 34% yield). From a dataset of Reaction yield outcomes from USPTO patents with 853,638 reactions. (1) The reactants are [OH:1][PH:2]([CH2:4][CH:5]([CH2:13][CH2:14][C:15]([O:17][C:18]([CH3:21])([CH3:20])[CH3:19])=[O:16])[C:6]([O:8][C:9]([CH3:12])([CH3:11])[CH3:10])=[O:7])=[O:3].[C:22](O)([CH3:25])([CH3:24])[CH3:23].C(N=C=NCCCN(C)C)C.O. The catalyst is ClCCl.CN(C)C1C=CN=CC=1. The product is [C:22]([O:3][PH:2]([CH2:4][CH:5]([CH2:13][CH2:14][C:15]([O:17][C:18]([CH3:21])([CH3:20])[CH3:19])=[O:16])[C:6]([O:8][C:9]([CH3:10])([CH3:11])[CH3:12])=[O:7])=[O:1])([CH3:25])([CH3:24])[CH3:23]. The yield is 0.700. (2) The reactants are [NH:1]1[CH2:11][CH2:10][CH:4](C(OCC)=O)[CH2:3][CH2:2]1.[C:12](O[C:12]([O:14][C:15]([CH3:18])([CH3:17])[CH3:16])=[O:13])([O:14][C:15]([CH3:18])([CH3:17])[CH3:16])=[O:13]. The catalyst is O1CCCC1. The product is [C:12]([N:1]1[CH2:2][CH2:3][CH2:4][CH2:10][CH2:11]1)([O:14][C:15]([CH3:18])([CH3:17])[CH3:16])=[O:13]. The yield is 1.00. (3) The reactants are [OH-].[Na+].[SH:3][C:4]1[CH:13]=[CH:12][C:7]([C:8]([O:10][CH3:11])=[O:9])=[CH:6][CH:5]=1.[Cl:14][C:15]1[N:20]=[C:19](Cl)[CH:18]=[CH:17][N:16]=1. The catalyst is CO.O. The product is [Cl:14][C:15]1[N:20]=[C:19]([S:3][C:4]2[CH:5]=[CH:6][C:7]([C:8]([O:10][CH3:11])=[O:9])=[CH:12][CH:13]=2)[CH:18]=[CH:17][N:16]=1. The yield is 0.970.